Dataset: Forward reaction prediction with 1.9M reactions from USPTO patents (1976-2016). Task: Predict the product of the given reaction. (1) Given the reactants [OH:1][C@@H:2]([C:17]1[CH:22]=[CH:21][CH:20]=[C:19]([OH:23])[CH:18]=1)[C@H:3]([CH3:16])[CH2:4][N:5]1[C:13](=[O:14])[C:12]2[C:7](=[CH:8][CH:9]=[CH:10][CH:11]=2)[C:6]1=[O:15].CS(O[CH2:29][CH:30]1[CH2:34][CH2:33][CH2:32][CH2:31]1)(=O)=O, predict the reaction product. The product is: [CH:30]1([CH2:29][O:23][C:19]2[CH:18]=[C:17]([C@H:2]([OH:1])[C@H:3]([CH3:16])[CH2:4][N:5]3[C:13](=[O:14])[C:12]4[C:7](=[CH:8][CH:9]=[CH:10][CH:11]=4)[C:6]3=[O:15])[CH:22]=[CH:21][CH:20]=2)[CH2:34][CH2:33][CH2:32][CH2:31]1. (2) Given the reactants [CH3:1][C:2]1[CH:7]=[CH:6][CH:5]=[C:4]([CH3:8])[C:3]=1[OH:9].[Cl-].[Cl-].[Cl-].[Al+3].[P:14]([Cl:18])(Cl)(Cl)=[O:15], predict the reaction product. The product is: [P:14]([Cl:18])(=[O:15])([O:9][C:3]1[C:4]([CH3:8])=[CH:5][CH:6]=[CH:7][C:2]=1[CH3:1])[O:9][C:3]1[C:4]([CH3:8])=[CH:5][CH:6]=[CH:7][C:2]=1[CH3:1]. (3) Given the reactants [C:1]([C:4]1[CH:5]=[C:6]([C:11]2[C:16]([C:17]([O:19][CH3:20])=[O:18])=[CH:15][C:14]([Cl:21])=[CH:13][N:12]=2)[CH:7]=[CH:8][C:9]=1[Cl:10])([OH:3])=O.[NH2:22][CH2:23][C:24]1([OH:31])[CH2:30][CH2:29][CH2:28][CH2:27][CH2:26][CH2:25]1, predict the reaction product. The product is: [Cl:21][C:14]1[CH:15]=[C:16]([C:17]([O:19][CH3:20])=[O:18])[C:11]([C:6]2[CH:7]=[CH:8][C:9]([Cl:10])=[C:4]([C:1]([NH:22][CH2:23][C:24]3([OH:31])[CH2:30][CH2:29][CH2:28][CH2:27][CH2:26][CH2:25]3)=[O:3])[CH:5]=2)=[N:12][CH:13]=1. (4) Given the reactants [CH3:1][N:2]([CH2:9][C:10]1[CH:15]=[CH:14][C:13]([N+:16]([O-:18])=[O:17])=[CH:12][CH:11]=1)C(=O)C(F)(F)F.[OH-].[Na+], predict the reaction product. The product is: [CH3:1][NH:2][CH2:9][C:10]1[CH:11]=[CH:12][C:13]([N+:16]([O-:18])=[O:17])=[CH:14][CH:15]=1. (5) Given the reactants Br[C:2]1[CH:7]=[CH:6][C:5](/[C:8](/[CH3:15])=[CH:9]/[C:10]([O:12][CH2:13][CH3:14])=[O:11])=[CH:4][CH:3]=1.[CH:16]([C:19]1[CH:24]=[CH:23][C:22](B(O)O)=[CH:21][CH:20]=1)([CH3:18])[CH3:17], predict the reaction product. The product is: [CH:16]([C:19]1[CH:24]=[CH:23][C:22]([C:2]2[CH:7]=[CH:6][C:5](/[C:8](/[CH3:15])=[CH:9]/[C:10]([O:12][CH2:13][CH3:14])=[O:11])=[CH:4][CH:3]=2)=[CH:21][CH:20]=1)([CH3:18])[CH3:17]. (6) The product is: [S:15]1[CH:19]=[CH:18][CH:17]=[C:16]1[CH2:20][NH:21][C:12]([C:10]1[CH:11]=[C:4]2[CH:3]=[C:2]([Br:1])[CH:7]=[C:6]([Cl:8])[N:5]2[N:9]=1)=[O:14]. Given the reactants [Br:1][C:2]1[CH:7]=[C:6]([Cl:8])[N:5]2[N:9]=[C:10]([C:12]([OH:14])=O)[CH:11]=[C:4]2[CH:3]=1.[S:15]1[CH:19]=[CH:18][CH:17]=[C:16]1[CH2:20][NH2:21].C(N(CC)C(C)C)(C)C.C1CN([P+](Br)(N2CCCC2)N2CCCC2)CC1.F[P-](F)(F)(F)(F)F, predict the reaction product. (7) Given the reactants [Cl:1][C:2]1[CH:7]=[CH:6][C:5]([Cl:8])=[CH:4][C:3]=1[C:9]1[CH:14]=[CH:13][N:12]([CH:15]([CH3:32])[C:16]([NH:18][C:19]2[CH:31]=[CH:30][C:22]([C:23]([O:25]C(C)(C)C)=[O:24])=[CH:21][CH:20]=2)=[O:17])[C:11](=[O:33])[CH:10]=1.C(O)(C(F)(F)F)=O, predict the reaction product. The product is: [Cl:1][C:2]1[CH:7]=[CH:6][C:5]([Cl:8])=[CH:4][C:3]=1[C:9]1[CH:14]=[CH:13][N:12]([CH:15]([CH3:32])[C:16]([NH:18][C:19]2[CH:20]=[CH:21][C:22]([C:23]([OH:25])=[O:24])=[CH:30][CH:31]=2)=[O:17])[C:11](=[O:33])[CH:10]=1. (8) The product is: [CH3:18][O:17][CH:3]([O:2][CH3:1])[CH2:4][N:5]1[C:13]2[C:8](=[CH:9][CH:10]=[C:11]([NH2:14])[CH:12]=2)[CH2:7][NH:6]1. Given the reactants [CH3:1][O:2][CH:3]([O:17][CH3:18])[CH2:4][N:5]1[C:13]2[C:8](=[CH:9][CH:10]=[C:11]([N+:14]([O-])=O)[CH:12]=2)[CH2:7][NH:6]1.[NH4+].[Cl-], predict the reaction product. (9) Given the reactants [CH3:1][O:2][C:3]1[CH:4]=[C:5]2[C:9](=[CH:10][C:11]=1[O:12][CH3:13])[NH:8][C:7]([C:14](O)=[O:15])=[C:6]2[C:17]1[CH:22]=[CH:21][CH:20]=[CH:19][CH:18]=1.Br[CH2:24][CH2:25][NH2:26].C(N(CC)CC)C, predict the reaction product. The product is: [O:15]1[CH2:24][CH2:25][N:26]=[C:14]1[C:7]1[NH:8][C:9]2[C:5]([C:6]=1[C:17]1[CH:22]=[CH:21][CH:20]=[CH:19][CH:18]=1)=[CH:4][C:3]([O:2][CH3:1])=[C:11]([O:12][CH3:13])[CH:10]=2. (10) Given the reactants [Cl:1][C:2]1[CH:7]=[CH:6][C:5]([NH:8][C:9]2[C:14]([N+:15]([O-])=O)=[CH:13][N:12]=[C:11]([Cl:18])[N:10]=2)=[CH:4][C:3]=1[F:19].[Sn](Cl)Cl.C(=O)([O-])[O-].[Na+].[Na+], predict the reaction product. The product is: [Cl:18][C:11]1[N:10]=[C:9]([NH:8][C:5]2[CH:6]=[CH:7][C:2]([Cl:1])=[C:3]([F:19])[CH:4]=2)[C:14]([NH2:15])=[CH:13][N:12]=1.